This data is from Forward reaction prediction with 1.9M reactions from USPTO patents (1976-2016). The task is: Predict the product of the given reaction. (1) Given the reactants [CH3:1][O:2][C:3](=[O:21])[CH2:4][C:5]1[CH:10]=[CH:9][CH:8]=[C:7]([O:11][C:12]2[CH:17]=[CH:16][C:15]([Br:18])=[CH:14][C:13]=2[CH2:19]Br)[CH:6]=1.[CH3:22][C@@H:23]1[C@H:27]([C:28]2[CH:33]=[CH:32][CH:31]=[CH:30][CH:29]=2)[O:26][C:25](=[O:34])[NH:24]1, predict the reaction product. The product is: [CH3:1][O:2][C:3](=[O:21])[CH2:4][C:5]1[CH:10]=[CH:9][CH:8]=[C:7]([O:11][C:12]2[CH:17]=[CH:16][C:15]([Br:18])=[CH:14][C:13]=2[CH2:19][N:24]2[C@H:23]([CH3:22])[C@H:27]([C:28]3[CH:33]=[CH:32][CH:31]=[CH:30][CH:29]=3)[O:26][C:25]2=[O:34])[CH:6]=1. (2) Given the reactants ClC(Cl)(Cl)C(OC(=O)C(Cl)(Cl)Cl)=O.CS(C)=O.[C:18]([Si:22]([C:49]1[CH:54]=[CH:53][CH:52]=[CH:51][CH:50]=1)([C:43]1[CH:48]=[CH:47][CH:46]=[CH:45][CH:44]=1)[O:23][CH:24]1[CH:28]([CH2:29][OH:30])[O:27][CH:26]([N:31]2[CH:36]=[CH:35][C:34](=[O:37])[NH:33][C:32]2=[O:38])[CH:25]1[O:39][C:40](=[O:42])[CH3:41])([CH3:21])([CH3:20])[CH3:19].C(N(CC)CC)C, predict the reaction product. The product is: [C:18]([Si:22]([C:49]1[CH:54]=[CH:53][CH:52]=[CH:51][CH:50]=1)([C:43]1[CH:44]=[CH:45][CH:46]=[CH:47][CH:48]=1)[O:23][CH:24]1[CH:28]([CH:29]=[O:30])[O:27][CH:26]([N:31]2[CH:36]=[CH:35][C:34](=[O:37])[NH:33][C:32]2=[O:38])[CH:25]1[O:39][C:40](=[O:42])[CH3:41])([CH3:19])([CH3:20])[CH3:21]. (3) Given the reactants [N+:1]([C:4]1[CH:9]=[CH:8][CH:7]=[CH:6][C:5]=1[C:10]1[CH:15]=[CH:14][C:13]([C:16]2[O:17][C:18]3[CH:24]=[CH:23][CH:22]=[CH:21][C:19]=3[N:20]=2)=[CH:12][CH:11]=1)([O-])=O.C1C=CC(P(C2C=CC=CC=2)C2C=CC=CC=2)=CC=1, predict the reaction product. The product is: [CH:14]1[C:15]2[NH:1][C:4]3[C:5](=[CH:6][CH:7]=[CH:8][CH:9]=3)[C:10]=2[CH:11]=[CH:12][C:13]=1[C:16]1[O:17][C:18]2[CH:24]=[CH:23][CH:22]=[CH:21][C:19]=2[N:20]=1. (4) Given the reactants [C:1]([O:5][C:6](=[O:31])[CH2:7][C@H:8]([NH:20][C:21]([O:23]CC1C=CC=CC=1)=O)[CH2:9][N:10]1[C:18]2[C:13](=[CH:14][C:15]([F:19])=[CH:16][CH:17]=2)[CH2:12][CH2:11]1)([CH3:4])([CH3:3])[CH3:2].[H][H].[C:34](C(C)(C)C)([O:36][CH2:37][C:38]1[CH:43]=[CH:42][CH:41]=[CH:40][CH:39]=1)=[O:35].CN(C(O[N:56]1N=N[C:58]2C=CC=N[C:57]1=2)=[N+](C)C)C.F[P-](F)(F)(F)(F)F.C(N([CH:78]([CH3:80])[CH3:79])CC)(C)C.[C:81](OCC)(=O)C, predict the reaction product. The product is: [C:1]([O:5][C:6](=[O:31])[CH2:7][C@H:8]([NH:20][C:21](=[O:23])[C@@H:57]([NH:56][C:34]([O:36][CH2:37][C:38]1[CH:39]=[CH:40][CH:41]=[CH:42][CH:43]=1)=[O:35])[CH2:58][C:78]([CH3:79])([CH3:80])[CH3:81])[CH2:9][N:10]1[C:18]2[C:13](=[CH:14][C:15]([F:19])=[CH:16][CH:17]=2)[CH2:12][CH2:11]1)([CH3:3])([CH3:2])[CH3:4]. (5) Given the reactants [NH2:1][CH2:2][CH2:3][CH2:4][NH:5][C:6](=[O:12])[O:7][C:8]([CH3:11])([CH3:10])[CH3:9].[CH2:13]([O:20][C:21]1[CH:26]=[CH:25][C:24]([C:27]2[CH:31]=[C:30]([CH2:32][O:33][C:34](=[O:40])[NH:35][CH2:36][CH2:37][CH2:38][NH2:39])[O:29][N:28]=2)=[CH:23][CH:22]=1)[C:14]1[CH:19]=[CH:18][CH:17]=[CH:16][CH:15]=1, predict the reaction product. The product is: [C:8]([O:7][C:6](=[O:12])[NH:5][CH2:4][CH2:3][CH2:2][NH:1][C:34]([O:33][CH2:32][C:30]1[O:29][N:28]=[C:27]([C:24]2[CH:25]=[CH:26][C:21]([O:20][CH2:13][C:14]3[CH:19]=[CH:18][CH:17]=[CH:16][CH:15]=3)=[CH:22][CH:23]=2)[CH:31]=1)=[O:40])([CH3:9])([CH3:11])[CH3:10].[CH2:13]([O:20][C:21]1[CH:22]=[CH:23][C:24]([C:27]2[CH:31]=[C:30]([CH2:32][O:33][C:34](=[O:40])[NH:35][CH2:36][CH2:37][CH2:38][NH2:39])[O:29][N:28]=2)=[CH:25][CH:26]=1)[C:14]1[CH:19]=[CH:18][CH:17]=[CH:16][CH:15]=1. (6) Given the reactants [C:1]1([C:7]2[CH:12]=[CH:11][N:10]=[CH:9][C:8]=2[N+:13]([O-])=O)[CH2:6][CH2:5][CH2:4][CH2:3][CH:2]=1, predict the reaction product. The product is: [C:1]1([C:7]2[CH:12]=[CH:11][N:10]=[CH:9][C:8]=2[NH2:13])[CH2:6][CH2:5][CH2:4][CH2:3][CH:2]=1.